From a dataset of Catalyst prediction with 721,799 reactions and 888 catalyst types from USPTO. Predict which catalyst facilitates the given reaction. (1) Reactant: [NH2:1][C:2]1[CH:7]=[CH:6][CH:5]=[CH:4][C:3]=1[NH:8][C:9]1[N:10]=[C:11]([N:30]2[CH2:35][CH2:34][O:33][CH2:32][CH2:31]2)[C:12]2[N:18]=[C:17]([CH2:19][N:20]3[CH2:25][CH2:24][CH:23]([C:26]([OH:29])([CH3:28])[CH3:27])[CH2:22][CH2:21]3)[CH:16]=[CH:15][C:13]=2[N:14]=1.[F:36][C:37]([F:42])([CH3:41])[C:38](O)=[O:39].F[P-](F)(F)(F)(F)F.N1(OC(N(C)C)=[N+](C)C)C2N=CC=CC=2N=N1.CCN(C(C)C)C(C)C. Product: [F:36][C:37]([F:42])([CH3:41])[C:38]([NH:1][C:2]1[CH:7]=[CH:6][CH:5]=[CH:4][C:3]=1[NH:8][C:9]1[N:10]=[C:11]([N:30]2[CH2:35][CH2:34][O:33][CH2:32][CH2:31]2)[C:12]2[N:18]=[C:17]([CH2:19][N:20]3[CH2:21][CH2:22][CH:23]([C:26]([OH:29])([CH3:28])[CH3:27])[CH2:24][CH2:25]3)[CH:16]=[CH:15][C:13]=2[N:14]=1)=[O:39]. The catalyst class is: 3. (2) Reactant: [S:1]1[CH2:5][CH2:4][C@@H:3]([CH2:6][CH2:7][CH2:8][CH2:9][C:10]([OH:12])=[O:11])[S:2]1.Cl[CH2:14][C:15]1[C:24]2[C:19](=[CH:20][C:21]([OH:25])=[CH:22][CH:23]=2)[O:18][C:17](=[O:26])[CH:16]=1.N12CCCN=C1CCCCC2. Product: [S:1]1[CH2:5][CH2:4][C@@H:3]([CH2:6][CH2:7][CH2:8][CH2:9][C:10]([O:12][CH2:14][C:15]2[C:24]3[C:19](=[CH:20][C:21]([OH:25])=[CH:22][CH:23]=3)[O:18][C:17](=[O:26])[CH:16]=2)=[O:11])[S:2]1. The catalyst class is: 48. (3) Reactant: [CH2:1]([O:8][C:9]1[C:10]([CH2:19][OH:20])=[CH:11][C:12]2[C:17]([CH:18]=1)=[CH:16][CH:15]=[CH:14][CH:13]=2)[C:2]1[CH:7]=[CH:6][CH:5]=[CH:4][CH:3]=1. Product: [CH2:1]([O:8][C:9]1[C:10]([CH:19]=[O:20])=[CH:11][C:12]2[C:17]([CH:18]=1)=[CH:16][CH:15]=[CH:14][CH:13]=2)[C:2]1[CH:3]=[CH:4][CH:5]=[CH:6][CH:7]=1. The catalyst class is: 327.